This data is from Catalyst prediction with 721,799 reactions and 888 catalyst types from USPTO. The task is: Predict which catalyst facilitates the given reaction. (1) Reactant: C(=O)([O-])[O-].[K+].[K+].ClC1C=C(C=CC=1)C(O)=O.[NH:17]1[C:21]2=[N+:22]([O-:26])[CH:23]=[CH:24][CH:25]=[C:20]2[CH:19]=[CH:18]1. Product: [NH:17]1[C:21]2=[N+:22]([O-:26])[CH:23]=[CH:24][CH:25]=[C:20]2[CH:19]=[CH:18]1. The catalyst class is: 6. (2) Reactant: [N:1]1([CH2:6][CH2:7][CH2:8][NH:9][C:10]([C:12]2[CH:21]=[CH:20][C:19]3[C:14](=[C:15](Br)[CH:16]=[N:17][CH:18]=3)[N:13]=2)=[O:11])[CH:5]=[CH:4][N:3]=[CH:2]1.[Cl:23][C:24]1[CH:29]=[CH:28][C:27](B(O)O)=[CH:26][CH:25]=1.C(=O)([O-])[O-].[Cs+].[Cs+]. Product: [N:1]1([CH2:6][CH2:7][CH2:8][NH:9][C:10]([C:12]2[CH:21]=[CH:20][C:19]3[C:14](=[C:15]([C:27]4[CH:28]=[CH:29][C:24]([Cl:23])=[CH:25][CH:26]=4)[CH:16]=[N:17][CH:18]=3)[N:13]=2)=[O:11])[CH:5]=[CH:4][N:3]=[CH:2]1. The catalyst class is: 688.